The task is: Predict the reactants needed to synthesize the given product.. This data is from Full USPTO retrosynthesis dataset with 1.9M reactions from patents (1976-2016). (1) Given the product [Cl:1][C:2]1[N:7]=[CH:6][C:5]([C@H:8]([NH:13][C@H:14]([C:19]([NH:38][C:33]2([C:32]#[N:37])[CH2:35][CH2:34]2)=[O:21])[CH2:15][CH:16]([CH3:17])[CH3:18])[C:9]([F:10])([F:11])[F:12])=[CH:4][CH:3]=1, predict the reactants needed to synthesize it. The reactants are: [Cl:1][C:2]1[N:7]=[CH:6][C:5]([C@H:8]([NH:13][C@H:14]([C:19]([OH:21])=O)[CH2:15][CH:16]([CH3:18])[CH3:17])[C:9]([F:12])([F:11])[F:10])=[CH:4][CH:3]=1.Cl.CN(C(ON1N=[N:38][C:33]2[CH:34]=[CH:35]C=[N:37][C:32]1=2)=[N+](C)C)C.F[P-](F)(F)(F)(F)F.C(N(C(C)C)CC)(C)C. (2) Given the product [N:1]1[CH:6]=[CH:5][CH:4]=[C:3]([CH2:7][CH:8]([CH3:9])[C:21]([OH:22])=[O:24])[CH:2]=1, predict the reactants needed to synthesize it. The reactants are: [N:1]1[CH:6]=[CH:5][CH:4]=[C:3]([CH2:7][CH:8](C(C(OCC)=O)C(OCC)=O)[CH3:9])[CH:2]=1.[C:21](=[O:24])(O)[O-:22].[Na+]. (3) Given the product [Cl:24][C:2]1[C:11]2[C:10](=[O:12])[O:9][C:8](=[O:13])[NH:7][C:6]=2[CH:5]=[CH:4][CH:3]=1, predict the reactants needed to synthesize it. The reactants are: F[C:2]1[C:11]2[C:10](=[O:12])[O:9][C:8](=[O:13])[NH:7][C:6]=2[CH:5]=[CH:4][CH:3]=1.NC1C=CC=C([Cl:24])C=1C(O)=O. (4) Given the product [Cl:17][C:9]1[CH:8]=[C:7]([C:4]2[O:3][C:2]([C:26]3[CH:31]=[CH:30][N:29]=[C:28]4[N:32]([CH2:35][CH2:36][CH2:37][C:38]([O:40][CH2:41][CH3:42])=[O:39])[CH:33]=[CH:34][C:27]=34)=[N:6][N:5]=2)[CH:12]=[CH:11][C:10]=1[O:13][CH:14]([CH3:16])[CH3:15], predict the reactants needed to synthesize it. The reactants are: Br[C:2]1[O:3][C:4]([C:7]2[CH:12]=[CH:11][C:10]([O:13][CH:14]([CH3:16])[CH3:15])=[C:9]([Cl:17])[CH:8]=2)=[N:5][N:6]=1.CC1(C)C(C)(C)OB([C:26]2[CH:31]=[CH:30][N:29]=[C:28]3[N:32]([CH2:35][CH2:36][CH2:37][C:38]([O:40][CH2:41][CH3:42])=[O:39])[CH:33]=[CH:34][C:27]=23)O1.P([O-])([O-])([O-])=O.[K+].[K+].[K+]. (5) Given the product [CH3:1][O:2][C:3]1[CH:8]=[CH:7][C:6]2[C:9]3[C:14](=[CH:13][C:12]([O:15][CH3:16])=[CH:11][CH:10]=3)[NH:17][C:5]=2[CH:4]=1, predict the reactants needed to synthesize it. The reactants are: [CH3:1][O:2][C:3]1[CH:8]=[CH:7][C:6]([C:9]2[CH:14]=[CH:13][C:12]([O:15][CH3:16])=[CH:11][CH:10]=2)=[C:5]([N+:17]([O-])=O)[CH:4]=1. (6) Given the product [CH2:1]([O:3][C:4]1[CH:9]=[CH:8][C:7]([NH2:10])=[C:6]([F:13])[CH:5]=1)[CH3:2], predict the reactants needed to synthesize it. The reactants are: [CH2:1]([O:3][C:4]1[CH:9]=[CH:8][C:7]([N+:10]([O-])=O)=[C:6]([F:13])[CH:5]=1)[CH3:2].O.NN.